Dataset: TCR-epitope binding with 47,182 pairs between 192 epitopes and 23,139 TCRs. Task: Binary Classification. Given a T-cell receptor sequence (or CDR3 region) and an epitope sequence, predict whether binding occurs between them. (1) The epitope is KLWAQCVQL. The TCR CDR3 sequence is CASSSTDSSGYEQYF. Result: 1 (the TCR binds to the epitope). (2) The epitope is IPRRNVATL. The TCR CDR3 sequence is CASSLAGQPQHF. Result: 0 (the TCR does not bind to the epitope). (3) The epitope is YIFFASFYY. The TCR CDR3 sequence is CASSLSRGRQETQYF. Result: 1 (the TCR binds to the epitope). (4) The epitope is RLQSLQTYV. The TCR CDR3 sequence is CASSDRGNEQFF. Result: 0 (the TCR does not bind to the epitope). (5) The epitope is NQKLIANQF. The TCR CDR3 sequence is CASSSDSLRTQYF. Result: 0 (the TCR does not bind to the epitope). (6) The epitope is KLGGALQAK. The TCR CDR3 sequence is CASSYFVDLTGELFF. Result: 1 (the TCR binds to the epitope). (7) The epitope is FVDGVPFVV. The TCR CDR3 sequence is CASSPGSRIYNEQFF. Result: 1 (the TCR binds to the epitope). (8) The epitope is NYSGVVTTVMF. The TCR CDR3 sequence is CASSLRGDLAGADTQYF. Result: 1 (the TCR binds to the epitope). (9) The epitope is IPIQASLPF. The TCR CDR3 sequence is CASLWEGLPNTGELFF. Result: 0 (the TCR does not bind to the epitope). (10) The epitope is EILDITPCSF. The TCR CDR3 sequence is CAISESASGSNEQYF. Result: 0 (the TCR does not bind to the epitope).